This data is from Catalyst prediction with 721,799 reactions and 888 catalyst types from USPTO. The task is: Predict which catalyst facilitates the given reaction. (1) Reactant: [H-].[Na+].[Cl:3][C:4]1[CH:9]=[CH:8][C:7]([OH:10])=[CH:6][CH:5]=1.Br[CH2:12][C:13]1[N:17]([CH3:18])[N:16]([C:19]2[CH:24]=[CH:23][CH:22]=[CH:21][CH:20]=2)[C:15](=[O:25])[C:14]=1[CH:26]([CH3:28])[CH3:27]. Product: [Cl:3][C:4]1[CH:9]=[CH:8][C:7]([O:10][CH2:12][C:13]2[N:17]([CH3:18])[N:16]([C:19]3[CH:24]=[CH:23][CH:22]=[CH:21][CH:20]=3)[C:15](=[O:25])[C:14]=2[CH:26]([CH3:28])[CH3:27])=[CH:6][CH:5]=1. The catalyst class is: 303. (2) Reactant: [CH3:1][C:2]1[CH:3]=[C:4]([NH:16][C:17]2[C:18]3[NH:25][C:24]([C:26]4[CH:27]=[C:28]([CH:38]=[CH:39][CH:40]=4)[CH2:29][NH:30]C(=O)OC(C)(C)C)=[CH:23][C:19]=3[N:20]=[CH:21][N:22]=2)[CH:5]=[CH:6][C:7]=1[O:8][C:9]1[CH:10]=[N:11][C:12]([CH3:15])=[CH:13][CH:14]=1.Cl.[OH-].[Na+]. Product: [NH2:30][CH2:29][C:28]1[CH:27]=[C:26]([C:24]2[NH:25][C:18]3[C:17]([NH:16][C:4]4[CH:5]=[CH:6][C:7]([O:8][C:9]5[CH:10]=[N:11][C:12]([CH3:15])=[CH:13][CH:14]=5)=[C:2]([CH3:1])[CH:3]=4)=[N:22][CH:21]=[N:20][C:19]=3[CH:23]=2)[CH:40]=[CH:39][CH:38]=1. The catalyst class is: 7. (3) Reactant: [NH2:1][C:2]([CH3:6])([CH3:5])[C:3]#[N:4].CN1CC[O:11][CH2:10][CH2:9]1.O1C=[C:17]([C:19](Cl)=[O:20])[N:16]=[N:15]1. Product: [C:3]([C:2]([NH:1][C:19]([C:17]1[O:11][C:10]([CH3:9])=[N:15][N:16]=1)=[O:20])([CH3:6])[CH3:5])#[N:4]. The catalyst class is: 4. (4) Reactant: [C-:1]#[N:2].[K+].[Br:4][C:5]1[CH:10]=[CH:9][C:8]([CH2:11]Br)=[CH:7][N:6]=1. Product: [Br:4][C:5]1[N:6]=[CH:7][C:8]([CH2:11][C:1]#[N:2])=[CH:9][CH:10]=1. The catalyst class is: 47. (5) Reactant: O[CH:2]([C:11]1[CH:20]=[CH:19][C:18]2[C:17]([CH3:22])([CH3:21])[CH2:16][CH2:15][C:14]([CH3:24])([CH3:23])[C:13]=2[CH:12]=1)[C:3]1[CH:4]=[C:5]([CH:9]=[O:10])[O:6][C:7]=1[CH3:8].C([SiH](CC)CC)C.FC(F)(F)C(O)=O. Product: [CH3:8][C:7]1[O:6][C:5]([CH:9]=[O:10])=[CH:4][C:3]=1[CH2:2][C:11]1[CH:20]=[CH:19][C:18]2[C:17]([CH3:22])([CH3:21])[CH2:16][CH2:15][C:14]([CH3:24])([CH3:23])[C:13]=2[CH:12]=1. The catalyst class is: 2. (6) Reactant: [CH3:1][O:2][C:3]([C:5]1[S:6][C:7]([C:11]#[C:12][C:13]([CH3:16])([CH3:15])[CH3:14])=[CH:8][C:9]=1Br)=[O:4].C([O-])([O-])=O.[K+].[K+].[CH:23]1([CH:29]2[NH:34][C:33](=[O:35])[CH2:32][O:31][CH2:30]2)[CH2:28][CH2:27][CH2:26][CH2:25][CH2:24]1. Product: [CH3:1][O:2][C:3]([C:5]1[S:6][C:7]([C:11]#[C:12][C:13]([CH3:16])([CH3:15])[CH3:14])=[CH:8][C:9]=1[N:34]1[C:33](=[O:35])[CH2:32][O:31][CH2:30][C@H:29]1[CH:23]1[CH2:28][CH2:27][CH2:26][CH2:25][CH2:24]1)=[O:4]. The catalyst class is: 321.